This data is from Forward reaction prediction with 1.9M reactions from USPTO patents (1976-2016). The task is: Predict the product of the given reaction. (1) Given the reactants Br[C:2]1[CH:3]=[N:4][C:5]([NH:8][CH2:9][C@@H:10]2[CH2:15][CH2:14][CH2:13][CH2:12][N:11]2[C:16]([C:18]2[C:22]([C:23]3[CH:28]=[CH:27][C:26]([F:29])=[CH:25][CH:24]=3)=[CH:21][N:20]([CH3:30])[N:19]=2)=[O:17])=[N:6][CH:7]=1.[Cu][C:32]#[N:33], predict the reaction product. The product is: [F:29][C:26]1[CH:27]=[CH:28][C:23]([C:22]2[C:18]([C:16]([N:11]3[CH2:12][CH2:13][CH2:14][CH2:15][C@H:10]3[CH2:9][NH:8][C:5]3[N:4]=[CH:3][C:2]([C:32]#[N:33])=[CH:7][N:6]=3)=[O:17])=[N:19][N:20]([CH3:30])[CH:21]=2)=[CH:24][CH:25]=1. (2) Given the reactants [Cl:1][C:2]1[C:3]([NH:10][CH2:11][C:12]2[CH:17]=[CH:16][C:15]([OH:18])=[CH:14][CH:13]=2)=[N:4][C:5]([CH3:9])=[N:6][C:7]=1[CH3:8].Cl[C:20]1[CH:21]=[CH:22][C:23]2[N:24]([C:26]([N+:29]([O-:31])=[O:30])=[CH:27][N:28]=2)[N:25]=1.C(=O)([O-])[O-].[K+].[K+].O, predict the reaction product. The product is: [Cl:1][C:2]1[C:3]([NH:10][CH2:11][C:12]2[CH:17]=[CH:16][C:15]([O:18][C:20]3[CH:21]=[CH:22][C:23]4[N:24]([C:26]([N+:29]([O-:31])=[O:30])=[CH:27][N:28]=4)[N:25]=3)=[CH:14][CH:13]=2)=[N:4][C:5]([CH3:9])=[N:6][C:7]=1[CH3:8]. (3) The product is: [CH:32]([O:31][C:29]([N:16]1[CH2:17][CH2:18][N:13]([C:10]2[CH:11]=[CH:12][N:7]3[N:6]=[CH:5][C:4]([Br:3])=[C:8]3[N:9]=2)[CH2:14][CH2:15]1)=[O:30])([CH3:34])[CH3:33]. Given the reactants N#N.[Br:3][C:4]1[CH:5]=[N:6][N:7]2[CH:12]=[CH:11][C:10]([N:13]3[CH2:18][CH2:17][NH:16][CH2:15][CH2:14]3)=[N:9][C:8]=12.CCN(C(C)C)C(C)C.Cl[C:29]([O:31][CH:32]([CH3:34])[CH3:33])=[O:30], predict the reaction product. (4) Given the reactants [C:1](C1C=CC(N2CCN(C(C3C=CC=CC=3C(F)(F)F)=O)CC2)=NC=1)#[CH:2].I[C:28]1[CH:29]=[CH:30][C:31]([N:34]2[CH2:39][CH2:38][N:37]([C:40]([C:42]3[CH:47]=[C:46]([Cl:48])[CH:45]=[CH:44][C:43]=3[Cl:49])=[O:41])[CH2:36][CH2:35]2)=[N:32][CH:33]=1.C[Si](C#C)(C)C, predict the reaction product. The product is: [Cl:49][C:43]1[CH:44]=[CH:45][C:46]([Cl:48])=[CH:47][C:42]=1[C:40]([N:37]1[CH2:38][CH2:39][N:34]([C:31]2[CH:30]=[CH:29][C:28]([C:1]#[CH:2])=[CH:33][N:32]=2)[CH2:35][CH2:36]1)=[O:41]. (5) Given the reactants N[C:2]1[CH:3]=[C:4]2[C:9](=[CH:10][CH:11]=1)[CH:8]=[C:7](O)[CH:6]=[CH:5]2.C([O-])([O-])=[O:14].[K+].[K+].S1C=CC(C(Cl)=O)=C1, predict the reaction product. The product is: [C:3]1([OH:14])[C:4]2[C:9](=[CH:8][CH:7]=[CH:6][CH:5]=2)[CH:10]=[CH:11][CH:2]=1. (6) Given the reactants [Si:1]([O:8][C@@H:9]1[C@@H:13]([CH2:14][OH:15])[O:12][C@@H:11]([N:16]2[C:20]3[N:21]=[CH:22][N:23]=[C:24]([NH:25][C:26](=[O:33])[C:27]4[CH:32]=[CH:31][CH:30]=[CH:29][CH:28]=4)[C:19]=3[CH:18]=[CH:17]2)[CH2:10]1)([C:4]([CH3:7])([CH3:6])[CH3:5])([CH3:3])[CH3:2].Cl[S:35]([NH2:38])(=[O:37])=[O:36], predict the reaction product. The product is: [S:35](=[O:37])(=[O:36])([O:15][CH2:14][C@@H:13]1[C@@H:9]([O:8][Si:1]([C:4]([CH3:5])([CH3:6])[CH3:7])([CH3:2])[CH3:3])[CH2:10][C@H:11]([N:16]2[C:20]3[N:21]=[CH:22][N:23]=[C:24]([NH:25][C:26](=[O:33])[C:27]4[CH:28]=[CH:29][CH:30]=[CH:31][CH:32]=4)[C:19]=3[CH:18]=[CH:17]2)[O:12]1)[NH2:38]. (7) Given the reactants C[O:2][C:3]([C:5]1([C:9]2[CH:14]=[CH:13][C:12]([NH:15][C:16]3[N:21]=[C:20]([C:22]4[C:23]([CH3:28])=[N:24][O:25][C:26]=4[CH3:27])[CH:19]=[C:18]([N:29]4[CH2:34][CH2:33][O:32][CH2:31][CH2:30]4)[N:17]=3)=[CH:11][CH:10]=2)[CH2:8][CH2:7][CH2:6]1)=[O:4].[OH-].[Na+], predict the reaction product. The product is: [CH3:28][C:23]1[C:22]([C:20]2[CH:19]=[C:18]([N:29]3[CH2:34][CH2:33][O:32][CH2:31][CH2:30]3)[N:17]=[C:16]([NH:15][C:12]3[CH:13]=[CH:14][C:9]([C:5]4([C:3]([OH:4])=[O:2])[CH2:8][CH2:7][CH2:6]4)=[CH:10][CH:11]=3)[N:21]=2)=[C:26]([CH3:27])[O:25][N:24]=1. (8) Given the reactants [CH:1]1([NH:7][CH2:8][CH2:9][OH:10])[CH2:6][CH2:5][CH2:4][CH2:3][CH2:2]1.[Cl:11][C:12]1[CH:17]=[CH:16][C:15]([C:18]2[CH:23]=[CH:22][C:21]([NH:24][C:25](=[O:36])/[CH:26]=[CH:27]/[C:28]3[CH:33]=[CH:32][C:31]([CH2:34]Cl)=[CH:30][CH:29]=3)=[CH:20][CH:19]=2)=[CH:14][CH:13]=1, predict the reaction product. The product is: [Cl:11][C:12]1[CH:17]=[CH:16][C:15]([C:18]2[CH:19]=[CH:20][C:21]([NH:24][C:25](=[O:36])/[CH:26]=[CH:27]/[C:28]3[CH:29]=[CH:30][C:31]([CH2:34][N:7]([CH:1]4[CH2:6][CH2:5][CH2:4][CH2:3][CH2:2]4)[CH2:8][CH2:9][OH:10])=[CH:32][CH:33]=3)=[CH:22][CH:23]=2)=[CH:14][CH:13]=1.